This data is from Reaction yield outcomes from USPTO patents with 853,638 reactions. The task is: Predict the reaction yield, written as a fraction of the theoretical maximum amount of product (1.0 means a 100% yield; for example, 0.34 means a 34% yield). (1) The reactants are [Si:1]([O:8][CH2:9][CH2:10][N:11]1[CH2:16][CH2:15][N:14](C(OCC2C=CC=CC=2)=O)[CH2:13][CH2:12]1)([C:4]([CH3:7])([CH3:6])[CH3:5])([CH3:3])[CH3:2]. The catalyst is CO.[Pd]. The product is [Si:1]([O:8][CH2:9][CH2:10][N:11]1[CH2:16][CH2:15][NH:14][CH2:13][CH2:12]1)([C:4]([CH3:7])([CH3:5])[CH3:6])([CH3:3])[CH3:2]. The yield is 0.880. (2) The product is [Cl:1][C:2]1[CH:38]=[CH:37][CH:36]=[C:35]([C:39]([F:40])([F:41])[F:42])[C:3]=1[C:4]([N:6]1[C:14]2[C:9](=[CH:10][CH:11]=[C:12]([B:15]([OH:19])[OH:16])[CH:13]=2)[C:8]([C:24]2[CH:33]=[CH:32][C:27]([C:28]([O:30][CH3:31])=[O:29])=[CH:26][C:25]=2[F:34])=[N:7]1)=[O:5]. The catalyst is C1COCC1.O. The yield is 0.792. The reactants are [Cl:1][C:2]1[CH:38]=[CH:37][CH:36]=[C:35]([C:39]([F:42])([F:41])[F:40])[C:3]=1[C:4]([N:6]1[C:14]2[C:9](=[CH:10][CH:11]=[C:12]([B:15]3[O:19]C(C)(C)C(C)(C)[O:16]3)[CH:13]=2)[C:8]([C:24]2[CH:33]=[CH:32][C:27]([C:28]([O:30][CH3:31])=[O:29])=[CH:26][C:25]=2[F:34])=[N:7]1)=[O:5].